This data is from Full USPTO retrosynthesis dataset with 1.9M reactions from patents (1976-2016). The task is: Predict the reactants needed to synthesize the given product. (1) Given the product [Cl:12][C:5]1[N:4]=[N:3][C:2]2[O:11][CH2:10][CH2:9][O:8][C:7]=2[CH:6]=1, predict the reactants needed to synthesize it. The reactants are: Cl[C:2]1[N:3]=[N:4][C:5]([Cl:12])=[CH:6][C:7]=1[O:8][CH2:9][CH2:10][OH:11].[H-].[Li+]. (2) Given the product [C:1]1([C:20]2[CH:25]=[CH:24][CH:23]=[CH:22][CH:21]=2)[CH:6]=[CH:5][CH:4]=[CH:3][C:2]=1[N:7]([C:8]1[CH:13]=[CH:12][C:11]([C:14]2[CH:19]=[CH:18][CH:17]=[CH:16][CH:15]=2)=[CH:10][CH:9]=1)[C:39]1[CH:27]=[CH:28][C:29]2[C:30]([C:46]3[CH:51]=[CH:50][CH:49]=[CH:48][CH:47]=3)([C:40]3[CH:41]=[CH:42][CH:43]=[CH:44][CH:45]=3)[C:31]3[C:36]([C:37]=2[CH:38]=1)=[CH:35][CH:34]=[CH:33][CH:32]=3, predict the reactants needed to synthesize it. The reactants are: [C:1]1([C:20]2[CH:25]=[CH:24][CH:23]=[CH:22][CH:21]=2)[CH:6]=[CH:5][CH:4]=[CH:3][C:2]=1[NH:7][C:8]1[CH:13]=[CH:12][C:11]([C:14]2[CH:19]=[CH:18][CH:17]=[CH:16][CH:15]=2)=[CH:10][CH:9]=1.Br[C:27]1[CH:39]=[CH:38][C:37]2[C:36]3[C:31](=[CH:32][CH:33]=[CH:34][CH:35]=3)[C:30]([C:46]3[CH:51]=[CH:50][CH:49]=[CH:48][CH:47]=3)([C:40]3[CH:45]=[CH:44][CH:43]=[CH:42][CH:41]=3)[C:29]=2[CH:28]=1.C(P(C(C)(C)C)C(C)(C)C)(C)(C)C.CC(C)([O-])C.[Na+]. (3) Given the product [C:43]([O:42][C:40](=[O:41])[NH:1][C@@H:2]1[CH2:7][CH2:6][N:5]([C:8]2[CH:13]=[C:12]([C:14]#[N:15])[CH:11]=[C:10]([NH2:16])[C:9]=2[Cl:24])[CH2:4][C@H:3]1[OH:25])([CH3:46])([CH3:45])[CH3:44], predict the reactants needed to synthesize it. The reactants are: [NH2:1][C@@H:2]1[CH2:7][CH2:6][N:5]([C:8]2[C:9]([Cl:24])=[C:10]([NH:16]C(=O)OC(C)(C)C)[CH:11]=[C:12]([C:14]#[N:15])[CH:13]=2)[CH2:4][C@H:3]1[OH:25].C(O)(C(F)(F)F)=O.C(N(CC)CC)C.[C:40](O[C:40]([O:42][C:43]([CH3:46])([CH3:45])[CH3:44])=[O:41])([O:42][C:43]([CH3:46])([CH3:45])[CH3:44])=[O:41]. (4) Given the product [NH2:52][C@@H:18]([CH3:21])[CH2:19][N:12]1[CH:13]=[CH:14][C:10]([C:8]2[CH:7]=[CH:6][C:3]([C:4]#[N:5])=[C:2]([Cl:1])[CH:9]=2)=[N:11]1, predict the reactants needed to synthesize it. The reactants are: [Cl:1][C:2]1[CH:9]=[C:8]([C:10]2[CH:14]=[CH:13][NH:12][N:11]=2)[CH:7]=[CH:6][C:3]=1[C:4]#[N:5].C(=O)(O[C@@H:18]([CH2:21]C(C)(C)C)[CH2:19]O)N.C1(P(C2C=CC=CC=2)C2C=CC=CC=2)C=CC=CC=1.CC(OC(/[N:52]=N/C(OC(C)C)=O)=O)C. (5) Given the product [NH2:15][C:8]1[CH:9]=[C:10]2[C:5]([CH:4]=[CH:3][C:2]([OH:12])=[CH:1]2)=[CH:6][CH:7]=1, predict the reactants needed to synthesize it. The reactants are: [CH:1]1[C:10]2[C:5](=[CH:6][CH:7]=[C:8](O)[CH:9]=2)[CH:4]=[CH:3][C:2]=1[OH:12].C([NH2:15])=O.S([O-])([O-])=O.[Na+].[Na+]. (6) Given the product [Cl:18][C:19]1[N:24]=[CH:23][C:22]([O:25][C:2]2[CH:7]=[CH:6][N:5]=[C:4]3[CH:8]=[C:9]([I:11])[S:10][C:3]=23)=[CH:21][CH:20]=1, predict the reactants needed to synthesize it. The reactants are: Cl[C:2]1[CH:7]=[CH:6][N:5]=[C:4]2[CH:8]=[C:9]([I:11])[S:10][C:3]=12.C(=O)([O-])[O-].[Cs+].[Cs+].[Cl:18][C:19]1[N:24]=[CH:23][C:22]([OH:25])=[CH:21][CH:20]=1. (7) Given the product [CH2:1]([O:3][C:4](=[O:10])[CH2:5][N:6]([S:25]([C:22]1[CH:23]=[CH:24][C:19]([F:18])=[CH:20][CH:21]=1)(=[O:27])=[O:26])[CH2:7][CH2:8][OH:9])[CH3:2], predict the reactants needed to synthesize it. The reactants are: [CH2:1]([O:3][C:4](=[O:10])[CH2:5][NH:6][CH2:7][CH2:8][OH:9])[CH3:2].C(N(CC)CC)C.[F:18][C:19]1[CH:24]=[CH:23][C:22]([S:25](Cl)(=[O:27])=[O:26])=[CH:21][CH:20]=1. (8) Given the product [Cl:1][C:2]1[CH:7]=[CH:6][C:5]([C:8]2[C:9](=[O:22])[N:10]([CH2:18][C:19]([Cl:26])=[O:20])[C:11]3([CH2:17][CH2:16][CH2:15][CH2:14][CH2:13]3)[N:12]=2)=[CH:4][CH:3]=1, predict the reactants needed to synthesize it. The reactants are: [Cl:1][C:2]1[CH:7]=[CH:6][C:5]([C:8]2[C:9](=[O:22])[N:10]([CH2:18][C:19](O)=[O:20])[C:11]3([CH2:17][CH2:16][CH2:15][CH2:14][CH2:13]3)[N:12]=2)=[CH:4][CH:3]=1.C(Cl)(=O)C([Cl:26])=O.